Dataset: Catalyst prediction with 721,799 reactions and 888 catalyst types from USPTO. Task: Predict which catalyst facilitates the given reaction. (1) Reactant: Cl[C:2]1[N:3]=[N:4][C:5]([O:8][CH3:9])=[CH:6][CH:7]=1.C([Sn](CCCC)(CCCC)[C:15]([O:17][CH2:18][CH3:19])=[CH2:16])CCC. Product: [CH2:18]([O:17][C:15]([C:2]1[N:3]=[N:4][C:5]([O:8][CH3:9])=[CH:6][CH:7]=1)=[CH2:16])[CH3:19]. The catalyst class is: 109. (2) The catalyst class is: 74. Product: [C:13]([OH:20])(=[O:5])[C:14]1[CH:19]=[CH:18][CH:17]=[CH:16][CH:15]=1.[C:13]([OH:20])(=[O:22])[C:14]1[CH:19]=[CH:18][CH:17]=[CH:16][CH:15]=1.[OH:5][C:4]1[CH:6]=[CH:7][C:8]([OH:9])=[CH:10][C:3]=1[CH2:2][C:1]([OH:12])=[O:11]. Reactant: [C:1]([OH:12])(=[O:11])[CH2:2][C:3]1[C:4](=[CH:6][CH:7]=[C:8]([CH:10]=1)[OH:9])[OH:5].[C:13](Cl)(=[O:20])[C:14]1[CH:19]=[CH:18][CH:17]=[CH:16][CH:15]=1.[OH2:22]. (3) Reactant: [I-:1].[Na+].[Cl:3][C:4]1[N:9]=[C:8]([N:10]2[CH2:15][CH2:14][O:13][CH2:12][C@@H:11]2[CH3:16])[CH:7]=[C:6]([CH2:17]OS(C)(=O)=O)[N:5]=1. Product: [Cl:3][C:4]1[N:5]=[C:6]([CH2:17][I:1])[CH:7]=[C:8]([N:10]2[CH2:15][CH2:14][O:13][CH2:12][C@@H:11]2[CH3:16])[N:9]=1. The catalyst class is: 2.